From a dataset of Full USPTO retrosynthesis dataset with 1.9M reactions from patents (1976-2016). Predict the reactants needed to synthesize the given product. (1) Given the product [Cl:27][C:22]1[CH:21]=[C:20]([N:19]2[C:15]3=[N:14][CH:13]=[C:12]([C:10]([NH:9][C@@H:7]([CH3:8])[C:6]([OH:44])=[O:5])=[O:11])[N:16]3[C@@:17]([CH2:30][C:31]3[CH:36]=[CH:35][C:34]([C:37]4[CH:38]=[CH:39][C:40]([F:43])=[CH:41][CH:42]=4)=[CH:33][CH:32]=3)([CH3:29])[C:18]2=[O:28])[CH:25]=[C:24]([Cl:26])[CH:23]=1, predict the reactants needed to synthesize it. The reactants are: C([O:5][C:6](=[O:44])[C@@H:7]([NH:9][C:10]([C:12]1[N:16]2[C@@:17]([CH2:30][C:31]3[CH:36]=[CH:35][C:34]([C:37]4[CH:42]=[CH:41][C:40]([F:43])=[CH:39][CH:38]=4)=[CH:33][CH:32]=3)([CH3:29])[C:18](=[O:28])[N:19]([C:20]3[CH:25]=[C:24]([Cl:26])[CH:23]=[C:22]([Cl:27])[CH:21]=3)[C:15]2=[N:14][CH:13]=1)=[O:11])[CH3:8])(C)(C)C.C(O)(C(F)(F)F)=O. (2) Given the product [OH-:2].[NH4+:6].[S:8]([O-:12])([O-:11])(=[O:10])=[O:9].[NH4+:6].[NH4+:6], predict the reactants needed to synthesize it. The reactants are: S([O-])([O-])(=O)=[O:2].[NH4+:6].[NH4+].[S:8](=[O:12])(=[O:11])([OH:10])[OH:9]. (3) Given the product [Cl:1][C:2]1[CH:3]=[C:4]([CH2:8][C:9]([C:26]2[CH:31]=[CH:32][C:23]([Cl:22])=[CH:24][CH:25]=2)=[O:11])[CH:5]=[CH:6][CH:7]=1, predict the reactants needed to synthesize it. The reactants are: [Cl:1][C:2]1[CH:3]=[C:4]([CH2:8][C:9]([OH:11])=O)[CH:5]=[CH:6][CH:7]=1.C[Si]([N-][Si](C)(C)C)(C)C.[Na+].[Cl:22][C:23]1[CH:32]=[CH:31][C:26](C(OC)=O)=[CH:25][CH:24]=1. (4) Given the product [CH:29]1([C:34]([N:19]2[CH2:18][CH2:17][C:16]([C:5]3[C:6]4[C:11](=[CH:10][CH:9]=[C:8]([N+:12]([O-:14])=[O:13])[C:7]=4[CH3:15])[N:3]([CH3:2])[CH:4]=3)=[CH:21][CH2:20]2)=[O:35])[CH2:33][CH2:32][CH2:31][CH2:30]1, predict the reactants needed to synthesize it. The reactants are: Cl.[CH3:2][N:3]1[C:11]2[C:6](=[C:7]([CH3:15])[C:8]([N+:12]([O-:14])=[O:13])=[CH:9][CH:10]=2)[C:5]([C:16]2[CH2:17][CH2:18][NH:19][CH2:20][CH:21]=2)=[CH:4]1.C(N(CC)CC)C.[CH:29]1([C:34](Cl)=[O:35])[CH2:33][CH2:32][CH2:31][CH2:30]1.O. (5) Given the product [CH2:1]([O:8][C:9]1[C:10](=[O:17])[CH:11]=[C:12]([CH2:15][OH:16])[N:24]([C:20]2[CH:19]=[C:18]([C:25]3[CH:26]=[CH:27][CH:28]=[CH:29][CH:30]=3)[CH:23]=[CH:22][CH:21]=2)[CH:14]=1)[C:2]1[CH:3]=[CH:4][CH:5]=[CH:6][CH:7]=1, predict the reactants needed to synthesize it. The reactants are: [CH2:1]([O:8][C:9]1[C:10](=[O:17])[CH:11]=[C:12]([CH2:15][OH:16])O[CH:14]=1)[C:2]1[CH:7]=[CH:6][CH:5]=[CH:4][CH:3]=1.[C:18]1([C:25]2[CH:30]=[CH:29][CH:28]=[CH:27][CH:26]=2)[CH:23]=[CH:22][CH:21]=[C:20]([NH2:24])[CH:19]=1. (6) The reactants are: C([O:3][C:4]([C:6]1[C:11]([C:12]([O:14]CC)=[O:13])=[CH:10][C:9]([C:17]([F:20])([F:19])[F:18])=[C:8]([Cl:21])[N:7]=1)=[O:5])C.[OH-].[Na+].[Cl-].[Na+].Cl. Given the product [Cl:21][C:8]1[N:7]=[C:6]([C:4]([OH:5])=[O:3])[C:11]([C:12]([OH:14])=[O:13])=[CH:10][C:9]=1[C:17]([F:20])([F:18])[F:19], predict the reactants needed to synthesize it.